From a dataset of Forward reaction prediction with 1.9M reactions from USPTO patents (1976-2016). Predict the product of the given reaction. (1) Given the reactants [Cl:1][C:2]1[CH:3]=[C:4]2[C:9](=[CH:10][C:11]=1[OH:12])[O:8][CH:7]=[C:6]([C:13]1[CH:24]=[CH:23][C:16]([O:17][CH2:18][CH2:19][CH2:20][C:21]#[N:22])=[C:15]([O:25][CH2:26][CH2:27][CH2:28][C:29]#[N:30])[CH:14]=1)[C:5]2=O.O.[NH2:33][NH2:34], predict the reaction product. The product is: [Cl:1][C:2]1[C:11]([OH:12])=[CH:10][C:9]([OH:8])=[C:4]([C:5]2[C:6]([C:13]3[CH:24]=[CH:23][C:16]([O:17][CH2:18][CH2:19][CH2:20][C:21]#[N:22])=[C:15]([O:25][CH2:26][CH2:27][CH2:28][C:29]#[N:30])[CH:14]=3)=[CH:7][NH:34][N:33]=2)[CH:3]=1. (2) Given the reactants [C:1]([O:5][C:6]([N:8]1[CH2:13][CH2:12][CH:11]([C:14]2[N:19]=[C:18]([C:20](OC)=[O:21])[CH:17]=[CH:16][N:15]=2)[CH2:10][CH2:9]1)=[O:7])([CH3:4])([CH3:3])[CH3:2].[H-].[H-].[H-].[H-].[Li+].[Al+3], predict the reaction product. The product is: [OH:21][CH2:20][C:18]1[CH:17]=[CH:16][N:15]=[C:14]([CH:11]2[CH2:10][CH2:9][N:8]([C:6]([O:5][C:1]([CH3:4])([CH3:3])[CH3:2])=[O:7])[CH2:13][CH2:12]2)[N:19]=1. (3) Given the reactants [F:1][C:2]([F:14])([F:13])[O:3][C:4]1[CH:5]=[C:6]([C:10](=[O:12])[CH3:11])[CH:7]=[CH:8][CH:9]=1.[OH2:15], predict the reaction product. The product is: [O:12]=[C:10]([C:6]1[CH:7]=[CH:8][CH:9]=[C:4]([O:3][C:2]([F:13])([F:14])[F:1])[CH:5]=1)[CH:11]=[O:15].